From a dataset of NCI-60 drug combinations with 297,098 pairs across 59 cell lines. Regression. Given two drug SMILES strings and cell line genomic features, predict the synergy score measuring deviation from expected non-interaction effect. (1) Drug 1: CC1=C(C(CCC1)(C)C)C=CC(=CC=CC(=CC(=O)O)C)C. Drug 2: C1=CC=C(C(=C1)C(C2=CC=C(C=C2)Cl)C(Cl)Cl)Cl. Cell line: KM12. Synergy scores: CSS=1.14, Synergy_ZIP=1.56, Synergy_Bliss=3.70, Synergy_Loewe=3.40, Synergy_HSA=-1.69. (2) Drug 1: CCC1(C2=C(COC1=O)C(=O)N3CC4=CC5=C(C=CC(=C5CN(C)C)O)N=C4C3=C2)O.Cl. Drug 2: COCCOC1=C(C=C2C(=C1)C(=NC=N2)NC3=CC=CC(=C3)C#C)OCCOC.Cl. Cell line: COLO 205. Synergy scores: CSS=60.1, Synergy_ZIP=7.46, Synergy_Bliss=5.48, Synergy_Loewe=-26.3, Synergy_HSA=4.77. (3) Synergy scores: CSS=31.5, Synergy_ZIP=1.54, Synergy_Bliss=1.33, Synergy_Loewe=-17.5, Synergy_HSA=1.32. Drug 2: C1C(C(OC1N2C=C(C(=O)NC2=O)F)CO)O. Drug 1: CS(=O)(=O)C1=CC(=C(C=C1)C(=O)NC2=CC(=C(C=C2)Cl)C3=CC=CC=N3)Cl. Cell line: SNB-19. (4) Drug 1: CC1OCC2C(O1)C(C(C(O2)OC3C4COC(=O)C4C(C5=CC6=C(C=C35)OCO6)C7=CC(=C(C(=C7)OC)O)OC)O)O. Drug 2: CCCCC(=O)OCC(=O)C1(CC(C2=C(C1)C(=C3C(=C2O)C(=O)C4=C(C3=O)C=CC=C4OC)O)OC5CC(C(C(O5)C)O)NC(=O)C(F)(F)F)O. Cell line: DU-145. Synergy scores: CSS=25.6, Synergy_ZIP=-1.64, Synergy_Bliss=-1.61, Synergy_Loewe=-0.0565, Synergy_HSA=0.352. (5) Drug 1: CC1=C(C=C(C=C1)NC2=NC=CC(=N2)N(C)C3=CC4=NN(C(=C4C=C3)C)C)S(=O)(=O)N.Cl. Drug 2: CC12CCC3C(C1CCC2=O)CC(=C)C4=CC(=O)C=CC34C. Cell line: M14. Synergy scores: CSS=16.2, Synergy_ZIP=2.04, Synergy_Bliss=4.61, Synergy_Loewe=-15.0, Synergy_HSA=2.01. (6) Drug 2: B(C(CC(C)C)NC(=O)C(CC1=CC=CC=C1)NC(=O)C2=NC=CN=C2)(O)O. Drug 1: CC1=C2C(C(=O)C3(C(CC4C(C3C(C(C2(C)C)(CC1OC(=O)C(C(C5=CC=CC=C5)NC(=O)C6=CC=CC=C6)O)O)OC(=O)C7=CC=CC=C7)(CO4)OC(=O)C)O)C)OC(=O)C. Synergy scores: CSS=59.0, Synergy_ZIP=1.90, Synergy_Bliss=2.04, Synergy_Loewe=-16.8, Synergy_HSA=-3.36. Cell line: HCC-2998. (7) Drug 1: CCC1=CC2CC(C3=C(CN(C2)C1)C4=CC=CC=C4N3)(C5=C(C=C6C(=C5)C78CCN9C7C(C=CC9)(C(C(C8N6C)(C(=O)OC)O)OC(=O)C)CC)OC)C(=O)OC.C(C(C(=O)O)O)(C(=O)O)O. Drug 2: CC1C(C(CC(O1)OC2CC(OC(C2O)C)OC3=CC4=CC5=C(C(=O)C(C(C5)C(C(=O)C(C(C)O)O)OC)OC6CC(C(C(O6)C)O)OC7CC(C(C(O7)C)O)OC8CC(C(C(O8)C)O)(C)O)C(=C4C(=C3C)O)O)O)O. Cell line: SN12C. Synergy scores: CSS=37.4, Synergy_ZIP=0.586, Synergy_Bliss=2.79, Synergy_Loewe=2.74, Synergy_HSA=3.62. (8) Drug 1: C1=CC(=CC=C1CC(C(=O)O)N)N(CCCl)CCCl.Cl. Drug 2: CC1=C(C=C(C=C1)NC(=O)C2=CC=C(C=C2)CN3CCN(CC3)C)NC4=NC=CC(=N4)C5=CN=CC=C5. Cell line: HS 578T. Synergy scores: CSS=4.81, Synergy_ZIP=-3.47, Synergy_Bliss=-0.951, Synergy_Loewe=-8.51, Synergy_HSA=-3.64. (9) Drug 1: CC1C(C(CC(O1)OC2CC(CC3=C2C(=C4C(=C3O)C(=O)C5=C(C4=O)C(=CC=C5)OC)O)(C(=O)C)O)N)O.Cl. Drug 2: CCN(CC)CCCC(C)NC1=C2C=C(C=CC2=NC3=C1C=CC(=C3)Cl)OC. Cell line: SK-MEL-2. Synergy scores: CSS=20.5, Synergy_ZIP=-5.06, Synergy_Bliss=-0.291, Synergy_Loewe=-3.45, Synergy_HSA=0.949.